Predict the product of the given reaction. From a dataset of Forward reaction prediction with 1.9M reactions from USPTO patents (1976-2016). (1) The product is: [CH3:14][O:15][C:16]1[CH:22]=[CH:21][C:19]([NH:20][C:2]2[N:13]=[CH:12][CH:11]=[CH:10][C:3]=2[C:4]([NH:6][CH2:7][C:8]#[CH:9])=[O:5])=[CH:18][CH:17]=1. Given the reactants Cl[C:2]1[N:13]=[CH:12][CH:11]=[CH:10][C:3]=1[C:4]([NH:6][CH2:7][C:8]#[CH:9])=[O:5].[CH3:14][O:15][C:16]1[CH:22]=[CH:21][C:19]([NH2:20])=[CH:18][CH:17]=1, predict the reaction product. (2) The product is: [CH3:18][N:19]1[CH2:24][CH2:23][N:22]([C:2]2[CH:3]=[CH:4][C:5]([N+:9]([O-:11])=[O:10])=[C:6]([CH:8]=2)[NH2:7])[CH2:21][CH2:20]1. Given the reactants Cl[C:2]1[CH:3]=[CH:4][C:5]([N+:9]([O-:11])=[O:10])=[C:6]([CH:8]=1)[NH2:7].C(=O)([O-])[O-].[K+].[K+].[CH3:18][N:19]1[CH2:24][CH2:23][NH:22][CH2:21][CH2:20]1, predict the reaction product. (3) Given the reactants [C:1]1([CH3:24])[CH:6]=[CH:5][C:4]([C:7]2[N:8]=[C:9]3[CH2:23][CH2:22][CH2:21][NH:20][C:10]3=[N:11][C:12]=2[C:13]2[CH:18]=[CH:17][C:16]([CH3:19])=[CH:15][CH:14]=2)=[CH:3][CH:2]=1.[H-].[H-].[H-].[H-].[Li+].[Al+3].[CH3:31][C:32]([O:35][C:36](O[C:36]([O:35][C:32]([CH3:34])([CH3:33])[CH3:31])=[O:37])=[O:37])([CH3:34])[CH3:33].O.O.O.O.C(C(C(C([O-])=O)O)O)([O-])=O.[Na+].[K+].[C@H](O)(C([O-])=O)[C@@H](O)C([O-])=O.[Na+].[K+].CCCC(C)C, predict the reaction product. The product is: [C:1]1([CH3:24])[CH:6]=[CH:5][C:4]([C:7]2[N:8]=[C:9]3[CH:23]=[CH:22][CH2:21][N:20]([C:36]([O:35][C:32]([CH3:34])([CH3:33])[CH3:31])=[O:37])[C:10]3=[N:11][C:12]=2[C:13]2[CH:18]=[CH:17][C:16]([CH3:19])=[CH:15][CH:14]=2)=[CH:3][CH:2]=1. (4) Given the reactants Cl.[CH3:2][O:3][C:4]([C:6]1[CH:7]=[CH:8][C:9]2[CH2:15][CH2:14][CH2:13][CH:12]([NH:16][CH2:17][C@H:18]([OH:27])[CH2:19][O:20][C:21]3[CH:26]=[CH:25][CH:24]=[CH:23][CH:22]=3)[CH2:11][C:10]=2[CH:28]=1)=[O:5].[C:29](O[C:29]([O:31][C:32]([CH3:35])([CH3:34])[CH3:33])=[O:30])([O:31][C:32]([CH3:35])([CH3:34])[CH3:33])=[O:30], predict the reaction product. The product is: [CH3:2][O:3][C:4]([C:6]1[CH:7]=[CH:8][C:9]2[CH2:15][CH2:14][CH2:13][CH:12]([N:16]([C:29]([O:31][C:32]([CH3:35])([CH3:34])[CH3:33])=[O:30])[CH2:17][C@H:18]([OH:27])[CH2:19][O:20][C:21]3[CH:22]=[CH:23][CH:24]=[CH:25][CH:26]=3)[CH2:11][C:10]=2[CH:28]=1)=[O:5]. (5) Given the reactants [CH3:1][C:2]1[C:3]([CH2:9][N:10]([CH2:17][C:18]2[C:23]([CH:24]([CH3:26])[CH3:25])=[CH:22][CH:21]=[CH:20][N:19]=2)[CH:11]2[CH2:16][CH2:15][NH:14][CH2:13][CH2:12]2)=[N:4][CH:5]=[C:6]([CH3:8])[CH:7]=1.O(C([CH2:36][O:37][NH2:38])=O)C1C=CC=CC=1.C1C[O:42][CH2:41]C1, predict the reaction product. The product is: [CH3:36][O:37][NH:38][C:41]([N:14]1[CH2:15][CH2:16][CH:11]([N:10]([CH2:9][C:3]2[C:2]([CH3:1])=[CH:7][C:6]([CH3:8])=[CH:5][N:4]=2)[CH2:17][C:18]2[C:23]([CH:24]([CH3:26])[CH3:25])=[CH:22][CH:21]=[CH:20][N:19]=2)[CH2:12][CH2:13]1)=[O:42]. (6) Given the reactants C(Cl)(=O)OC.C(N(CC)CC)C.[CH2:13]([O:15][C:16]1[CH:17]=[C:18]([C:22]2[C:27]([CH2:28][CH2:29][O:30][CH3:31])=[C:26]([CH2:32][CH3:33])[C:25]([O:34]C(OC)=O)=[CH:24][C:23]=2[O:39]C(OC)=O)[CH:19]=[CH:20][CH:21]=1)[CH3:14].[BH4-].[Na+].N, predict the reaction product. The product is: [CH2:13]([O:15][C:16]1[CH:17]=[C:18]([C:22]2[C:27]([CH2:28][CH2:29][O:30][CH3:31])=[C:26]([CH2:32][CH3:33])[C:25]([OH:34])=[CH:24][C:23]=2[OH:39])[CH:19]=[CH:20][CH:21]=1)[CH3:14]. (7) The product is: [O:1]1[CH2:6][CH2:5][O:4][CH2:3][CH:2]1[CH2:7][O:8][C:12]1[CH:17]=[CH:16][C:15]([S:18]([NH2:21])(=[O:20])=[O:19])=[CH:14][C:13]=1[N+:22]([O-:24])=[O:23]. Given the reactants [O:1]1[CH2:6][CH2:5][O:4][CH2:3][CH:2]1[CH2:7][OH:8].[H-].[Na+].F[C:12]1[CH:17]=[CH:16][C:15]([S:18]([NH2:21])(=[O:20])=[O:19])=[CH:14][C:13]=1[N+:22]([O-:24])=[O:23], predict the reaction product.